From a dataset of Forward reaction prediction with 1.9M reactions from USPTO patents (1976-2016). Predict the product of the given reaction. (1) Given the reactants [C:1]1([CH2:7][O:8][C:9](=[O:34])[N:10]([CH2:12][C:13]2[CH:18]=[CH:17][C:16]([C:19]3[CH:20]=[C:21]4[C:26](=[CH:27][CH:28]=3)[N:25]([C:29](=[O:31])[CH3:30])[C@@H:24]([CH3:32])[CH2:23][C@H:22]4[NH2:33])=[CH:15][CH:14]=2)[CH3:11])[CH:6]=[CH:5][CH:4]=[CH:3][CH:2]=1.CC(C)([O-])C.[Na+].C1C=CC(P(C2C(C3C(P(C4C=CC=CC=4)C4C=CC=CC=4)=CC=C4C=3C=CC=C4)=C3C(C=CC=C3)=CC=2)C2C=CC=CC=2)=CC=1.Cl[C:88]1[CH:93]=[CH:92][C:91]([F:94])=[CH:90][N:89]=1, predict the reaction product. The product is: [C:1]1([CH2:7][O:8][C:9](=[O:34])[N:10]([CH2:12][C:13]2[CH:14]=[CH:15][C:16]([C:19]3[CH:20]=[C:21]4[C:26](=[CH:27][CH:28]=3)[N:25]([C:29](=[O:31])[CH3:30])[C@@H:24]([CH3:32])[CH2:23][C@H:22]4[NH:33][C:88]3[CH:93]=[CH:92][C:91]([F:94])=[CH:90][N:89]=3)=[CH:17][CH:18]=2)[CH3:11])[CH:6]=[CH:5][CH:4]=[CH:3][CH:2]=1. (2) Given the reactants [CH:1](=[C:8]1/[N:9]=[C:10]([C:14]2[CH:19]=[CH:18][CH:17]=[CH:16][C:15]=2[F:20])[NH:11][C:12]/1=[O:13])/[C:2]1[CH:7]=[CH:6][CH:5]=[CH:4][CH:3]=1.[CH:21](=[O:30])/[CH:22]=[CH:23]/[C:24]1[CH:29]=[CH:28][CH:27]=[CH:26][CH:25]=1, predict the reaction product. The product is: [CH2:23]([CH:22]1[C:21](=[O:30])[O:13][C:12]2[NH:11][C:10]([C:14]3[CH:19]=[CH:18][CH:17]=[CH:16][C:15]=3[F:20])=[N:9][C:8]=2[CH:1]1[C:2]1[CH:3]=[CH:4][CH:5]=[CH:6][CH:7]=1)[C:24]1[CH:29]=[CH:28][CH:27]=[CH:26][CH:25]=1.